From a dataset of Forward reaction prediction with 1.9M reactions from USPTO patents (1976-2016). Predict the product of the given reaction. The product is: [CH3:1][C:2]1[C:10]2[C:5](=[CH:6][CH:7]=[C:8]([N+:11]([O-:13])=[O:12])[CH:9]=2)[NH:4][C:3]=1[C:14]([O:16][CH2:23][CH3:24])=[O:15]. Given the reactants [CH3:1][C:2]1[C:10]2[C:5](=[CH:6][CH:7]=[C:8]([N+:11]([O-:13])=[O:12])[CH:9]=2)[NH:4][C:3]=1[C:14]([OH:16])=[O:15].C(=O)([O-])[O-].[K+].[K+].[CH2:23](I)[CH3:24].O, predict the reaction product.